From a dataset of Forward reaction prediction with 1.9M reactions from USPTO patents (1976-2016). Predict the product of the given reaction. (1) Given the reactants [NH:1]([C:21]([O:23][CH2:24][C:25]1[CH:30]=[CH:29][CH:28]=[CH:27][CH:26]=1)=[O:22])[C@@H:2]([C:18]([OH:20])=[O:19])[CH2:3][CH2:4][CH2:5][CH2:6][NH:7]C(OCC1C=CC=CC=1)=O.C1(NC2CCCCC2)CCCCC1.CCCCCC, predict the reaction product. The product is: [NH:1]([C:21]([O:23][CH2:24][C:25]1[CH:26]=[CH:27][CH:28]=[CH:29][CH:30]=1)=[O:22])[C@@H:2]([C:18]([OH:20])=[O:19])[CH2:3][CH2:4][CH2:5][CH2:6][NH2:7]. (2) Given the reactants [Cl:1][C:2]1[CH:3]=[C:4]([C:12]2[S:13][C:14]([C:17]3[C:18]([CH2:25][CH3:26])=[C:19]([CH:22]=[CH:23][CH:24]=3)C=O)=[CH:15][N:16]=2)[CH:5]=[CH:6][C:7]=1[O:8][CH:9]([CH3:11])[CH3:10].[C:27](O)(=O)C.C([O-])(=O)C.[Na+].Cl.[CH3:37][NH:38][CH2:39][C:40]([O:42][CH3:43])=[O:41], predict the reaction product. The product is: [Cl:1][C:2]1[CH:3]=[C:4]([C:12]2[S:13][C:14]([C:17]3[C:18]([CH2:25][CH3:26])=[C:19]([CH2:37][N:38]([CH3:27])[CH2:39][C:40]([O:42][CH3:43])=[O:41])[CH:22]=[CH:23][CH:24]=3)=[CH:15][N:16]=2)[CH:5]=[CH:6][C:7]=1[O:8][CH:9]([CH3:10])[CH3:11].